This data is from Peptide-MHC class II binding affinity with 134,281 pairs from IEDB. The task is: Regression. Given a peptide amino acid sequence and an MHC pseudo amino acid sequence, predict their binding affinity value. This is MHC class II binding data. (1) The peptide sequence is EYRSTVNPWASQLG. The MHC is DRB1_0405 with pseudo-sequence DRB1_0405. The binding affinity (normalized) is 0.782. (2) The MHC is HLA-DQA10102-DQB10602 with pseudo-sequence HLA-DQA10102-DQB10602. The binding affinity (normalized) is 0.390. The peptide sequence is QIDAFIANAGATADS. (3) The peptide sequence is TSVGKGIHTVFGSAF. The MHC is DRB1_0701 with pseudo-sequence DRB1_0701. The binding affinity (normalized) is 0.699. (4) The MHC is HLA-DQA10601-DQB10402 with pseudo-sequence HLA-DQA10601-DQB10402. The binding affinity (normalized) is 0.703. The peptide sequence is IRPRKTHESHLVRSW. (5) The peptide sequence is GIVEQCCTSICSLYQ. The MHC is DRB1_1101 with pseudo-sequence DRB1_1101. The binding affinity (normalized) is 0.170. (6) The peptide sequence is GVTLVRKNRWLLLNV. The MHC is HLA-DQA10201-DQB10301 with pseudo-sequence HLA-DQA10201-DQB10301. The binding affinity (normalized) is 0. (7) The peptide sequence is PLYKLVHVFINTQYA. The MHC is DRB5_0101 with pseudo-sequence DRB5_0101. The binding affinity (normalized) is 0.389.